This data is from In vitro SARS-CoV-2 activity screen of 1,480 approved drugs from Prestwick library. The task is: Binary Classification. Given a drug SMILES string, predict its activity (active/inactive) in a high-throughput screening assay against a specified biological target. (1) The compound is NCCCC(O)(P(=O)([O-])O)P(=O)(O)O.[Na+]. The result is 0 (inactive). (2) The drug is C=CCc1ccccc1OCC(O)CNC(C)C.Cl. The result is 0 (inactive). (3) The drug is Cl.N=C(N=C(N)N)N1CCOCC1. The result is 0 (inactive). (4) The result is 1 (active). The drug is Cl.O=C1CC2(CCCC2)CC(=O)N1CCCCN1CCN(c2ncccn2)CC1. (5) The molecule is Cc1ccnc2c1NC(=O)c1cccnc1N2C1CC1. The result is 0 (inactive). (6) The drug is CC(C)NNC(=O)c1ccncc1.O=P(O)(O)O. The result is 0 (inactive). (7) The molecule is CC[C@@]1([C@@H]2O[C@@H]([C@H]3O[C@@](O)(CO)[C@H](C)C[C@@H]3C)C[C@@H]2C)CC[C@H]([C@]2(C)CC[C@]3(C[C@H](O)[C@@H](C)[C@@H]([C@@H](C)[C@@H](OC)[C@H](C)C(=O)[O-])O3)O2)O1.[Na+]. The result is 0 (inactive). (8) The molecule is Cl.NC1CCN(c2nc3c(cc2F)c(=O)c(C(=O)O)cn3-c2ccc(F)cc2F)C1. The result is 0 (inactive). (9) The molecule is CC(=O)Nc1cccc(O)c1. The result is 0 (inactive).